This data is from Full USPTO retrosynthesis dataset with 1.9M reactions from patents (1976-2016). The task is: Predict the reactants needed to synthesize the given product. (1) Given the product [CH2:19]([O:20][C:21]([C:23]1[C:31]2[C:26](=[CH:27][C:28]([C:32]3[CH:37]=[CH:36][C:35]([O:38][CH2:14][C:13]4[C:9]([C:3]5[C:2]([Cl:1])=[CH:7][CH:6]=[CH:5][C:4]=5[Cl:8])=[N:10][O:11][C:12]=4[CH:16]([CH3:18])[CH3:17])=[CH:34][C:33]=3[O:64][CH3:63])=[CH:29][CH:30]=2)[N:25]([CH:40]([CH3:42])[CH3:41])[C:24]=1[CH3:43])=[O:22])[CH3:44], predict the reactants needed to synthesize it. The reactants are: [Cl:1][C:2]1[CH:7]=[CH:6][CH:5]=[C:4]([Cl:8])[C:3]=1[C:9]1[C:13]([CH2:14]O)=[C:12]([CH:16]([CH3:18])[CH3:17])[O:11][N:10]=1.[CH3:19][O:20][C:21]([C:23]1[C:31]2[C:26](=[CH:27][C:28]([C:32]3[CH:37]=[CH:36][C:35]([OH:38])=[CH:34][C:33]=3C)=[CH:29][CH:30]=2)[N:25]([CH:40]([CH3:42])[CH3:41])[C:24]=1[CH3:43])=[O:22].[CH2:44](P(CCCC)CCCC)CCC.C1CCN([C:63](/N=N/C(N2CCCCC2)=O)=[O:64])CC1. (2) Given the product [NH2:7][CH:8]([C:9]1[CH:14]=[CH:13][CH:12]=[CH:11][CH:10]=1)[C:15]([NH:16][CH2:17][C:18]1[CH:23]=[CH:22][C:21]([C:24]#[N:25])=[CH:20][CH:19]=1)=[O:26], predict the reactants needed to synthesize it. The reactants are: C(OC(=O)[NH:7][CH:8]([C:15](=[O:26])[NH:16][CH2:17][C:18]1[CH:23]=[CH:22][C:21]([C:24]#[N:25])=[CH:20][CH:19]=1)[C:9]1[CH:14]=[CH:13][CH:12]=[CH:11][CH:10]=1)(C)(C)C.FC(F)(F)C(O)=O.C([O-])([O-])=O.[Na+].[Na+].